Task: Predict the reactants needed to synthesize the given product.. Dataset: Retrosynthesis with 50K atom-mapped reactions and 10 reaction types from USPTO (1) The reactants are: Cn1c(Cl)nc(-c2ccncc2F)cc1=O.OC[C@H]1CCN(c2ccsc2)C1. Given the product Cn1c(OC[C@H]2CCN(c3ccsc3)C2)nc(-c2ccncc2F)cc1=O, predict the reactants needed to synthesize it. (2) The reactants are: CCOC(=O)c1c(C(F)(F)F)nc(C(F)F)c(Sc2ccccc2)c1CC.O=C(OO)c1cccc(Cl)c1. Given the product CCOC(=O)c1c(C(F)(F)F)nc(C(F)F)c(S(=O)c2ccccc2)c1CC, predict the reactants needed to synthesize it.